From a dataset of NCI-60 drug combinations with 297,098 pairs across 59 cell lines. Regression. Given two drug SMILES strings and cell line genomic features, predict the synergy score measuring deviation from expected non-interaction effect. (1) Drug 1: C1=CC(=CC=C1CC(C(=O)O)N)N(CCCl)CCCl.Cl. Drug 2: CCN(CC)CCCC(C)NC1=C2C=C(C=CC2=NC3=C1C=CC(=C3)Cl)OC. Cell line: NCI-H226. Synergy scores: CSS=10.4, Synergy_ZIP=-4.00, Synergy_Bliss=3.33, Synergy_Loewe=-1.15, Synergy_HSA=2.72. (2) Drug 1: C1=C(C(=O)NC(=O)N1)N(CCCl)CCCl. Drug 2: C1=NC2=C(N1)C(=S)N=CN2. Cell line: MALME-3M. Synergy scores: CSS=4.85, Synergy_ZIP=-10.3, Synergy_Bliss=-16.0, Synergy_Loewe=-15.2, Synergy_HSA=-13.0. (3) Drug 1: CN1CCC(CC1)COC2=C(C=C3C(=C2)N=CN=C3NC4=C(C=C(C=C4)Br)F)OC. Drug 2: C(CCl)NC(=O)N(CCCl)N=O. Cell line: HOP-92. Synergy scores: CSS=25.8, Synergy_ZIP=-2.93, Synergy_Bliss=3.53, Synergy_Loewe=-8.53, Synergy_HSA=5.48. (4) Drug 1: C1=CC=C(C=C1)NC(=O)CCCCCCC(=O)NO. Synergy scores: CSS=0.951, Synergy_ZIP=-0.151, Synergy_Bliss=-0.163, Synergy_Loewe=-9.70, Synergy_HSA=-3.13. Drug 2: C(CN)CNCCSP(=O)(O)O. Cell line: M14. (5) Drug 1: CN(C)C1=NC(=NC(=N1)N(C)C)N(C)C. Drug 2: CC1C(C(CC(O1)OC2CC(OC(C2O)C)OC3=CC4=CC5=C(C(=O)C(C(C5)C(C(=O)C(C(C)O)O)OC)OC6CC(C(C(O6)C)O)OC7CC(C(C(O7)C)O)OC8CC(C(C(O8)C)O)(C)O)C(=C4C(=C3C)O)O)O)O. Cell line: HCT-15. Synergy scores: CSS=-11.1, Synergy_ZIP=1.56, Synergy_Bliss=-8.52, Synergy_Loewe=-11.0, Synergy_HSA=-12.5. (6) Drug 1: CN(C)N=NC1=C(NC=N1)C(=O)N. Drug 2: C1=C(C(=O)NC(=O)N1)F. Cell line: U251. Synergy scores: CSS=43.3, Synergy_ZIP=-4.63, Synergy_Bliss=-6.59, Synergy_Loewe=-14.9, Synergy_HSA=-3.92.